Task: Predict the product of the given reaction.. Dataset: Forward reaction prediction with 1.9M reactions from USPTO patents (1976-2016) (1) Given the reactants [CH3:1][C:2]1[CH:6]=[CH:5][S:4][C:3]=1[C:7](Cl)=[O:8].[C:10]([O:14][C:15](=[O:37])[CH2:16][N:17]1[C:21]2[CH:22]=[CH:23][C:24]([NH:26][CH2:27][C:28]3[CH:33]=[CH:32][CH:31]=[CH:30][CH:29]=3)=[CH:25][C:20]=2[N:19]=[C:18]1[CH2:34][CH2:35][CH3:36])([CH3:13])([CH3:12])[CH3:11].CCN(C(C)C)C(C)C, predict the reaction product. The product is: [C:10]([O:14][C:15](=[O:37])[CH2:16][N:17]1[C:21]2[CH:22]=[CH:23][C:24]([N:26]([CH2:27][C:28]3[CH:29]=[CH:30][CH:31]=[CH:32][CH:33]=3)[C:7]([C:3]3[S:4][CH:5]=[CH:6][C:2]=3[CH3:1])=[O:8])=[CH:25][C:20]=2[N:19]=[C:18]1[CH2:34][CH2:35][CH3:36])([CH3:13])([CH3:12])[CH3:11]. (2) Given the reactants [C:1]([CH2:3][NH:4][C:5]([C@@H:7]1[CH2:12][CH2:11][CH2:10][CH2:9][C@H:8]1[CH2:13][OH:14])=[O:6])#[N:2].[C:15]1([CH3:25])[CH:20]=[CH:19][C:18]([S:21](Cl)(=[O:23])=[O:22])=[CH:17][CH:16]=1.N1C=CC=CC=1, predict the reaction product. The product is: [CH3:25][C:15]1[CH:20]=[CH:19][C:18]([S:21]([O:14][CH2:13][C@@H:8]2[CH2:9][CH2:10][CH2:11][CH2:12][C@H:7]2[C:5]([NH:4][CH2:3][C:1]#[N:2])=[O:6])(=[O:23])=[O:22])=[CH:17][CH:16]=1. (3) Given the reactants [NH2:1][C:2]1[CH:7]=[N:6][C:5]([C:8]2[CH:13]=[CH:12][C:11]([C:14]3[C:15]([C:20]([OH:22])=O)=[CH:16][CH:17]=[CH:18][CH:19]=3)=[CH:10][C:9]=2[F:23])=[CH:4][N:3]=1.[NH2:24][C@@H:25]([CH3:28])[CH2:26][OH:27].FC(F)(F)[C@@H](N)C, predict the reaction product. The product is: [NH2:1][C:2]1[N:3]=[CH:4][C:5]([C:8]2[CH:13]=[CH:12][C:11]([C:14]3[C:15]([C:20]([NH:24][C@@H:25]([CH3:28])[CH2:26][OH:27])=[O:22])=[CH:16][CH:17]=[CH:18][CH:19]=3)=[CH:10][C:9]=2[F:23])=[N:6][CH:7]=1. (4) Given the reactants [CH3:1][O:2][C:3]1[CH:25]=[C:24]([O:26][CH3:27])[CH:23]=[CH:22][C:4]=1[CH2:5][N:6]=[C:7]1[C:14]2[CH:15]=[CH:16][C:17]([N:19]([CH3:21])[CH3:20])=[CH:18][C:13]=2[CH2:12][CH2:11][CH2:10][CH2:9][CH2:8]1.C[O:29][CH:30]=[C:31]([C:36](OC)=O)[C:32]([O:34][CH3:35])=[O:33], predict the reaction product. The product is: [CH3:1][O:2][C:3]1[CH:25]=[C:24]([O:26][CH3:27])[CH:23]=[CH:22][C:4]=1[CH2:5][N:6]1[C:30](=[O:29])[C:31]([C:32]([O:34][CH3:35])=[O:33])=[CH:36][C:8]2[CH2:9][CH2:10][CH2:11][CH2:12][C:13]3[CH:18]=[C:17]([N:19]([CH3:20])[CH3:21])[CH:16]=[CH:15][C:14]=3[C:7]1=2.